This data is from Full USPTO retrosynthesis dataset with 1.9M reactions from patents (1976-2016). The task is: Predict the reactants needed to synthesize the given product. (1) Given the product [CH3:8][O:9][C:10]1[CH:11]=[CH:12][C:13]([S:16]([N:19]2[CH:20]=[CH:21][C@H:22]([CH2:23][CH2:24][CH3:25])[C@H:4]([CH2:3][C:2](=[O:1])[CH3:7])[C:5]2=[O:6])(=[O:18])=[O:17])=[CH:14][CH:15]=1, predict the reactants needed to synthesize it. The reactants are: [O:1]=[C:2]([CH3:7])/[CH:3]=[CH:4]/[CH:5]=[O:6].[CH3:8][O:9][C:10]1[CH:15]=[CH:14][C:13]([S:16]([N:19]=[CH:20]/[CH:21]=[CH:22]/[CH2:23][CH2:24][CH3:25])(=[O:18])=[O:17])=[CH:12][CH:11]=1. (2) Given the product [Cl:15][C:16]1[CH:24]=[CH:23][CH:22]=[C:21]([Cl:25])[C:17]=1[C:18]([NH:14][C:11]1[CH:12]=[N:13][C:8]([NH:7][C:3]2[CH:2]=[N:1][CH:6]=[CH:5][CH:4]=2)=[N:9][CH:10]=1)=[O:19], predict the reactants needed to synthesize it. The reactants are: [N:1]1[CH:6]=[CH:5][CH:4]=[C:3]([NH:7][C:8]2[N:13]=[CH:12][C:11]([NH2:14])=[CH:10][N:9]=2)[CH:2]=1.[Cl:15][C:16]1[CH:24]=[CH:23][CH:22]=[C:21]([Cl:25])[C:17]=1[C:18](Cl)=[O:19]. (3) Given the product [N:10]1([CH2:6][C:5]2[CH:8]=[CH:9][C:2]([OH:1])=[CH:3][CH:4]=2)[CH2:15][CH2:14][CH2:13][CH2:12][CH2:11]1, predict the reactants needed to synthesize it. The reactants are: [OH:1][C:2]1[CH:9]=[CH:8][C:5]([CH:6]=O)=[CH:4][CH:3]=1.[NH:10]1[CH2:15][CH2:14][CH2:13][CH2:12][CH2:11]1.C(O[BH-](OC(=O)C)OC(=O)C)(=O)C.[Na+].C(=O)(O)[O-].[Na+]. (4) Given the product [CH3:5][O:38][C:30]1[CH2:31][CH2:32][C@@:33]2([CH3:34])[C:28](=[CH:27][CH2:26][C@@H:25]3[C@@H:35]2[CH2:36][CH2:37][C@@:20]2([CH2:19][CH3:18])[C@H:24]3[CH2:23][CH2:22][C:21]2=[O:39])[CH:29]=1, predict the reactants needed to synthesize it. The reactants are: S([C:5]1C=CC(C)=CC=1)([O-])(=O)=O.[NH+]1C=CC=CC=1.[CH3:18][CH2:19][C@:20]12[CH2:37][CH2:36][C@H:35]3[C@@H:25]([CH:26]=[CH:27][C:28]4[C@:33]3([CH3:34])[CH2:32][CH2:31][C:30](=[O:38])[CH:29]=4)[C@@H:24]1[CH2:23][CH2:22][C:21]2=[O:39].N1C=CC=CC=1. (5) Given the product [C:4]1([O:7][C:8](=[S:9])[O:26][CH2:25][C:21]2[C:19]3=[N:20][C:15]([C:13](=[O:14])[N:12]([CH3:11])[CH3:37])=[CH:16][C:17]([NH:27][CH2:28][C:29]4[C:30]([CH3:36])=[CH:31][CH:32]=[CH:33][C:34]=4[CH3:35])=[C:18]3[NH:23][C:22]=2[CH3:24])[CH:5]=[CH:6][CH:1]=[CH:2][CH:3]=1, predict the reactants needed to synthesize it. The reactants are: [CH:1]1[CH:6]=[CH:5][C:4]([O:7][C:8](Cl)=[S:9])=[CH:3][CH:2]=1.[CH3:11][N:12]([CH3:37])[C:13]([C:15]1[N:20]=[C:19]2[C:21]([CH2:25][OH:26])=[C:22]([CH3:24])[NH:23][C:18]2=[C:17]([NH:27][CH2:28][C:29]2[C:34]([CH3:35])=[CH:33][CH:32]=[CH:31][C:30]=2[CH3:36])[CH:16]=1)=[O:14].N1C=CC=CC=1.[Cl-].[NH4+]. (6) Given the product [CH2:23]([O:30][C:31]1[CH:36]=[CH:35][N:34]([C:2]2[N:7]=[C:6]3[N:8]([CH3:22])[C:9]4[CH2:14][CH2:13][N:12]([C:15]([O:17][C:18]([CH3:21])([CH3:20])[CH3:19])=[O:16])[CH2:11][C:10]=4[C:5]3=[CH:4][CH:3]=2)[C:33](=[O:37])[CH:32]=1)[C:24]1[CH:25]=[CH:26][CH:27]=[CH:28][CH:29]=1, predict the reactants needed to synthesize it. The reactants are: Br[C:2]1[N:7]=[C:6]2[N:8]([CH3:22])[C:9]3[CH2:14][CH2:13][N:12]([C:15]([O:17][C:18]([CH3:21])([CH3:20])[CH3:19])=[O:16])[CH2:11][C:10]=3[C:5]2=[CH:4][CH:3]=1.[CH2:23]([O:30][C:31]1[CH:36]=[CH:35][NH:34][C:33](=[O:37])[CH:32]=1)[C:24]1[CH:29]=[CH:28][CH:27]=[CH:26][CH:25]=1.C([O-])([O-])=O.[Cs+].[Cs+].OC1C=CC=C2C=1N=CC=C2.